Predict the product of the given reaction. From a dataset of Forward reaction prediction with 1.9M reactions from USPTO patents (1976-2016). (1) Given the reactants Cl[C:2]1[C:11]2[C:6](=[CH:7][CH:8]=[CH:9][CH:10]=2)[CH:5]=[C:4]([NH:12][C:13]2[CH:17]=[C:16]([CH3:18])[NH:15][N:14]=2)[N:3]=1.[CH3:19][OH:20], predict the reaction product. The product is: [CH3:19][O:20][C:2]1[C:11]2[C:6](=[CH:7][CH:8]=[CH:9][CH:10]=2)[CH:5]=[C:4]([NH:12][C:13]2[CH:17]=[C:16]([CH3:18])[NH:15][N:14]=2)[N:3]=1. (2) Given the reactants [C:1]1([CH:7]2[CH2:11][CH2:10][C:9](=[O:12])[CH2:8]2)[CH:6]=[CH:5][CH:4]=[CH:3][CH:2]=1.[BH4-].[Na+], predict the reaction product. The product is: [C:1]1([CH:7]2[CH2:11][CH2:10][CH:9]([OH:12])[CH2:8]2)[CH:6]=[CH:5][CH:4]=[CH:3][CH:2]=1. (3) Given the reactants [F:1][C:2]([F:25])([F:24])[C:3]1[CH:4]=[C:5](/[CH:9]=[C:10](/[C:14]2[CH:19]=[CH:18][C:17]([C:20]([F:23])([F:22])[F:21])=[CH:16][CH:15]=2)\[C:11]([OH:13])=[O:12])[CH:6]=[CH:7][CH:8]=1.C(O)C.C([O-])=O.[NH4+].C(OCC)(=O)C, predict the reaction product. The product is: [F:1][C:2]([F:24])([F:25])[C:3]1[CH:4]=[C:5]([CH2:9][CH:10]([C:14]2[CH:19]=[CH:18][C:17]([C:20]([F:22])([F:23])[F:21])=[CH:16][CH:15]=2)[C:11]([OH:13])=[O:12])[CH:6]=[CH:7][CH:8]=1. (4) Given the reactants Cl.Cl.[F:3][C:4]([F:41])([F:40])[C:5]1[CH:6]=[C:7]([N:15]([CH3:39])[C:16]([N:18]([C@@H:20]2[CH2:25][CH2:24][N:23]([CH:26]3[CH2:31][CH2:30][NH:29][CH2:28][CH2:27]3)[CH2:22][C@H:21]2[C:32]2[CH:37]=[CH:36][C:35]([F:38])=[CH:34][CH:33]=2)[CH3:19])=[O:17])[CH:8]=[C:9]([C:11]([F:14])([F:13])[F:12])[CH:10]=1.C(N(CC)CC)C.[C:49]([Cl:52])(=[O:51])[CH3:50], predict the reaction product. The product is: [ClH:52].[C:49]([N:29]1[CH2:30][CH2:31][CH:26]([N:23]2[CH2:24][CH2:25][C@@H:20]([N:18]([CH3:19])[C:16]([N:15]([C:7]3[CH:8]=[C:9]([C:11]([F:12])([F:13])[F:14])[CH:10]=[C:5]([C:4]([F:3])([F:40])[F:41])[CH:6]=3)[CH3:39])=[O:17])[C@H:21]([C:32]3[CH:37]=[CH:36][C:35]([F:38])=[CH:34][CH:33]=3)[CH2:22]2)[CH2:27][CH2:28]1)(=[O:51])[CH3:50].